This data is from Full USPTO retrosynthesis dataset with 1.9M reactions from patents (1976-2016). The task is: Predict the reactants needed to synthesize the given product. (1) Given the product [Cl:33][C:31]1[CH:30]=[CH:29][C:25]([C:26]([OH:28])=[O:27])=[C:24]([NH:12][C:3]2[CH:4]=[CH:5][C:6]([Si:8]([CH3:9])([CH3:11])[CH3:10])=[CH:7][C:2]=2[F:1])[N:32]=1, predict the reactants needed to synthesize it. The reactants are: [F:1][C:2]1[CH:7]=[C:6]([Si:8]([CH3:11])([CH3:10])[CH3:9])[CH:5]=[CH:4][C:3]=1[NH2:12].[Li+].C[Si]([N-][Si](C)(C)C)(C)C.Cl[C:24]1[N:32]=[C:31]([Cl:33])[CH:30]=[CH:29][C:25]=1[C:26]([OH:28])=[O:27]. (2) Given the product [Cl:27][C:21]1[CH:22]=[C:23]([NH:14][C:9]2[N:8]=[C:7]([C:6]3[N:2]([CH3:1])[C:3]([CH3:15])=[N:4][CH:5]=3)[C:12]([F:13])=[CH:11][N:10]=2)[CH:24]=[CH:25][C:20]=1[S:17]([CH3:16])(=[O:19])=[O:18], predict the reactants needed to synthesize it. The reactants are: [CH3:1][N:2]1[C:6]([C:7]2[C:12]([F:13])=[CH:11][N:10]=[C:9]([NH2:14])[N:8]=2)=[CH:5][N:4]=[C:3]1[CH3:15].[CH3:16][S:17]([C:20]1[CH:25]=[CH:24][C:23](Br)=[CH:22][C:21]=1[Cl:27])(=[O:19])=[O:18]. (3) The reactants are: [C:1]([O:9][C:10]1[C:15](=[O:16])[N:14]2[CH2:17][CH2:18][CH2:19][CH2:20][C:13]2=[N:12][C:11]=1[C:21]([O:23][CH3:24])=[O:22])(=[O:8])[C:2]1[CH:7]=[CH:6][CH:5]=[CH:4][CH:3]=1.[Br:25]N1C(=O)CCC1=O.C(OOC(=O)C1C=CC=CC=1)(=O)C1C=CC=CC=1. Given the product [C:1]([O:9][C:10]1[C:15](=[O:16])[N:14]2[CH2:17][CH2:18][CH2:19][CH:20]([Br:25])[C:13]2=[N:12][C:11]=1[C:21]([O:23][CH3:24])=[O:22])(=[O:8])[C:2]1[CH:3]=[CH:4][CH:5]=[CH:6][CH:7]=1, predict the reactants needed to synthesize it. (4) Given the product [O:1]=[C:2]([NH:32][C:33]1[CH:34]=[CH:35][CH:36]=[C:37]2[C:42]=1[N:41]=[CH:40][CH:39]=[CH:38]2)[C@@H:3]([NH:20][C:21](=[O:31])[O:22][CH2:23][C:24]1[CH:25]=[CH:26][C:27]([F:30])=[CH:28][CH:29]=1)[CH2:4][CH2:5][CH2:6][CH2:7][NH:15][S:16](=[O:19])(=[O:18])[NH2:17], predict the reactants needed to synthesize it. The reactants are: [O:1]=[C:2]([NH:32][C:33]1[CH:34]=[CH:35][CH:36]=[C:37]2[C:42]=1[N:41]=[CH:40][CH:39]=[CH:38]2)[C@@H:3]([NH:20][C:21](=[O:31])[O:22][CH2:23][C:24]1[CH:29]=[CH:28][C:27]([F:30])=[CH:26][CH:25]=1)[CH2:4][CH2:5][CH2:6][CH:7]([NH:15][S:16](=[O:19])(=[O:18])[NH2:17])C(OC(C)(C)C)=O.S(N)(N)(=O)=O. (5) Given the product [F:26][C:24]12[CH2:25][CH:3]1[C:4](=[O:5])[C:6]1[N:10]([CH2:11][C:12]3[CH:13]=[CH:14][C:15]([O:18][CH3:19])=[CH:16][CH:17]=3)[N:9]=[C:8]([C:20]([F:22])([F:23])[F:21])[C:7]=12, predict the reactants needed to synthesize it. The reactants are: [N+](=[CH:3][C:4]([C:6]1[N:10]([CH2:11][C:12]2[CH:17]=[CH:16][C:15]([O:18][CH3:19])=[CH:14][CH:13]=2)[N:9]=[C:8]([C:20]([F:23])([F:22])[F:21])[C:7]=1[C:24]([F:26])=[CH2:25])=[O:5])=[N-].